This data is from Peptide-MHC class I binding affinity with 185,985 pairs from IEDB/IMGT. The task is: Regression. Given a peptide amino acid sequence and an MHC pseudo amino acid sequence, predict their binding affinity value. This is MHC class I binding data. (1) The peptide sequence is VTSLAIKNYY. The MHC is HLA-A11:01 with pseudo-sequence HLA-A11:01. The binding affinity (normalized) is 0.716. (2) The peptide sequence is MTMILFLKL. The MHC is HLA-A32:01 with pseudo-sequence HLA-A32:01. The binding affinity (normalized) is 0.490. (3) The peptide sequence is FTWQHNYYL. The MHC is HLA-E01:01 with pseudo-sequence HLA-E01:03. The binding affinity (normalized) is 0.0847.